This data is from Reaction yield outcomes from USPTO patents with 853,638 reactions. The task is: Predict the reaction yield, written as a fraction of the theoretical maximum amount of product (1.0 means a 100% yield; for example, 0.34 means a 34% yield). (1) The reactants are [CH3:1][C:2]1[CH:3]=[CH:4][CH:5]=[CH:6][C:7]=1[NH2:8].CCN(CC)CC.[CH3:16][C:17]([CH3:22])([CH3:21])[C:18](Cl)=[O:19]. The catalyst is C(Cl)Cl. The product is [C:2]1([CH3:1])[CH:3]=[CH:4][CH:5]=[CH:6][C:7]=1[NH:8][C:18](=[O:19])[C:17]([CH3:22])([CH3:21])[CH3:16]. The yield is 0.910. (2) The reactants are [Cl:1][C:2]1[CH:6]=[CH:5][NH:4][C:3]=1[C:7]([OH:9])=[O:8].C(N(CC)CC)C.[CH2:17](Br)[C:18]1[CH:23]=[CH:22][CH:21]=[CH:20][CH:19]=1. The catalyst is CN(C)C=O. The product is [Cl:1][C:2]1[CH:6]=[CH:5][NH:4][C:3]=1[C:7]([O:9][CH2:17][C:18]1[CH:23]=[CH:22][CH:21]=[CH:20][CH:19]=1)=[O:8]. The yield is 0.880. (3) The product is [F:1][C:2]1[CH:7]=[CH:6][C:5]([F:8])=[CH:4][C:3]=1[C@H:9]1[CH2:13][CH2:12][CH2:11][N:10]1[C:14]1[CH:19]=[CH:18][N:17]2[N:20]=[CH:21][C:22]([NH:23][C:24](=[O:28])[CH:25]([CH3:27])[CH3:26])=[C:16]2[N:15]=1. The reactants are [F:1][C:2]1[CH:7]=[CH:6][C:5]([F:8])=[CH:4][C:3]=1[C@H:9]1[CH2:13][CH2:12][CH2:11][N:10]1[C:14]1[CH:19]=[CH:18][N:17]2[N:20]=[CH:21][C:22]([NH2:23])=[C:16]2[N:15]=1.[C:24](O[C:24](=[O:28])[CH:25]([CH3:27])[CH3:26])(=[O:28])[CH:25]([CH3:27])[CH3:26].N1C=CC=CC=1. The yield is 0.710. The catalyst is C(Cl)Cl. (4) The yield is 0.600. The reactants are [NH2:1][CH2:2][C@H:3]([NH:17][C:18](=[O:27])[C@H:19]([C:21]1[CH:26]=[CH:25][CH:24]=[CH:23][CH:22]=1)[CH3:20])[C:4]1[CH:9]=[CH:8][C:7]([O:10][CH2:11][CH:12]([CH3:16])[CH2:13][CH2:14][CH3:15])=[CH:6][CH:5]=1.[C:28]([NH:35][C@H:36]([C:41](O)=[O:42])[C@H:37]([CH2:39][CH3:40])[CH3:38])([O:30][C:31]([CH3:34])([CH3:33])[CH3:32])=[O:29].C(N(CC)C(C)C)(C)C.CN(C(ON1N=NC2C=CC=NC1=2)=[N+](C)C)C.F[P-](F)(F)(F)(F)F.C([O-])(O)=O.[Na+]. The product is [CH3:38][C@@H:37]([CH2:39][CH3:40])[C@H:36]([NH:35][C:28](=[O:29])[O:30][C:31]([CH3:33])([CH3:32])[CH3:34])[C:41]([NH:1][CH2:2][C@@H:3]([C:4]1[CH:5]=[CH:6][C:7]([O:10][CH2:11][CH:12]([CH3:16])[CH2:13][CH2:14][CH3:15])=[CH:8][CH:9]=1)[NH:17][C:18](=[O:27])[C@H:19]([C:21]1[CH:22]=[CH:23][CH:24]=[CH:25][CH:26]=1)[CH3:20])=[O:42]. The catalyst is ClCCl. (5) The reactants are [Cl:1][C:2]1[CH:7]=[CH:6][C:5](I)=[CH:4][C:3]=1[Cl:9].[CH2:10]([OH:13])[CH:11]=[CH2:12].C(=O)(O)[O-].[Na+]. The catalyst is [Cl-].C([N+](CC)(CC)CC)C1C=CC=CC=1.CN(C=O)C.C([O-])(=O)C.[Pd+2].C([O-])(=O)C. The product is [Cl:9][C:3]1[CH:4]=[C:5]([CH2:12][CH2:11][CH:10]=[O:13])[CH:6]=[CH:7][C:2]=1[Cl:1]. The yield is 0.670. (6) The reactants are [C:1]1([CH:7]([CH:9]2[CH2:14][CH2:13][NH:12][CH2:11][CH2:10]2)O)[CH:6]=[CH:5][CH:4]=[CH:3][CH:2]=1.[H-].[Na+].C([O-])(=[O:24])C1C=CC=CC=1.[K+].[F:27][C:28]1[CH:33]=[CH:32][C:31](F)=[CH:30][CH:29]=1.[Na+].[Cl-].Cl. The catalyst is CS(C)=O.CO.O. The product is [F:27][C:28]1[CH:33]=[CH:32][C:31]([O:24][C:2]2[CH:3]=[CH:4][CH:5]=[CH:6][C:1]=2[CH2:7][CH:9]2[CH2:14][CH2:13][NH:12][CH2:11][CH2:10]2)=[CH:30][CH:29]=1. The yield is 0.640.